From a dataset of Reaction yield outcomes from USPTO patents with 853,638 reactions. Predict the reaction yield, written as a fraction of the theoretical maximum amount of product (1.0 means a 100% yield; for example, 0.34 means a 34% yield). (1) The reactants are C1(CO[C:9]([NH:11][C@H:12]([C:17]([NH:19][C@H:20]([CH2:24][OH:25])[CH:21]([CH3:23])[CH3:22])=[O:18])[CH2:13][CH:14]([CH3:16])[CH3:15])=[O:10])C=CC=CC=1.O.C(=O)([O-])[O-].[Na+].[Na+].[O:33]1[CH:37]=[CH:36][CH:35]=[C:34]1C(Cl)=O. The catalyst is CO.C(OCC)(=O)C.[C].[Pd]. The product is [O:33]1[CH:37]=[CH:36][CH:35]=[C:34]1[C:9]([NH:11][C@H:12]([C:17]([NH:19][C@H:20]([CH2:24][OH:25])[CH:21]([CH3:22])[CH3:23])=[O:18])[CH2:13][CH:14]([CH3:15])[CH3:16])=[O:10]. The yield is 0.860. (2) The yield is 0.740. The product is [Si:1]([O:8][C:9]([CH3:18])([CH3:17])[CH2:10][N:11]1[CH:15]=[C:14]([Sn:24]([CH3:26])([CH3:25])[CH3:23])[N:13]=[CH:12]1)([C:4]([CH3:7])([CH3:6])[CH3:5])([CH3:3])[CH3:2]. The catalyst is C(Cl)Cl. The reactants are [Si:1]([O:8][C:9]([CH3:18])([CH3:17])[CH2:10][N:11]1[CH:15]=[C:14](I)[N:13]=[CH:12]1)([C:4]([CH3:7])([CH3:6])[CH3:5])([CH3:3])[CH3:2].C([Mg]Br)C.[CH3:23][Sn:24](Cl)([CH3:26])[CH3:25]. (3) The reactants are Br[C:2]1[C:10]2[O:9][CH:8]([CH:11]3[CH2:13][CH2:12]3)[CH2:7][C:6]=2[CH:5]=[C:4]([S:14]([CH3:17])(=[O:16])=[O:15])[CH:3]=1.[O-]P([O-])([O-])=O.[K+].[K+].[K+].[CH3:26][N:27]1[CH:36]=[C:35](B2OC(C)(C)C(C)(C)O2)[C:34]2[C:29](=[CH:30][CH:31]=[CH:32][CH:33]=2)[C:28]1=[O:46]. The catalyst is O1CCOCC1.O.C1C=CC(P(C2C=CC=CC=2)[C-]2C=CC=C2)=CC=1.C1C=CC(P(C2C=CC=CC=2)[C-]2C=CC=C2)=CC=1.Cl[Pd]Cl.[Fe+2]. The product is [CH:11]1([CH:8]2[CH2:7][C:6]3[CH:5]=[C:4]([S:14]([CH3:17])(=[O:16])=[O:15])[CH:3]=[C:2]([C:35]4[C:34]5[C:29](=[CH:30][CH:31]=[CH:32][CH:33]=5)[C:28](=[O:46])[N:27]([CH3:26])[CH:36]=4)[C:10]=3[O:9]2)[CH2:13][CH2:12]1. The yield is 0.190. (4) The product is [Br:14][CH2:13][CH2:12][O:11][CH2:10][CH2:9][O:18][N:19]1[C:27](=[O:28])[CH:26]2[CH:21]([CH:22]3[CH2:29][CH:25]2[CH:24]=[CH:23]3)[C:20]1=[O:30]. The catalyst is CN(C=O)C. The reactants are C(N(CC)CC)C.Br[CH2:9][CH2:10][O:11][CH2:12][CH2:13][Br:14].BrCC[O:18][N:19]1[C:27](=[O:28])[CH:26]2[CH:21]([CH:22]3[CH2:29][CH:25]2[CH:24]=[CH:23]3)[C:20]1=[O:30]. The yield is 0.720. (5) The reactants are [CH3:1][S:2]([C:5]1[CH:10]=[CH:9][C:8]([CH:11]([CH2:16][CH:17]2[CH2:22][CH2:21][O:20][CH2:19][CH2:18]2)[C:12](=[O:15])[CH:13]=[CH2:14])=[CH:7][CH:6]=1)(=[O:4])=[O:3].[Si:23]([O:40][CH2:41][C:42]1[CH:47]=[CH:46][N:45]=[C:44]([CH:48]=[O:49])[CH:43]=1)([C:36]([CH3:39])([CH3:38])[CH3:37])([C:30]1[CH:35]=[CH:34][CH:33]=[CH:32][CH:31]=1)[C:24]1[CH:29]=[CH:28][CH:27]=[CH:26][CH:25]=1.C(N(CC)CC)C. The catalyst is C(O)C.[Cl-].C([N+]1C(C)=C(CCO)SC=1)C1C=CC=CC=1.C(OCC)(=O)C. The product is [Si:23]([O:40][CH2:41][C:42]1[CH:47]=[CH:46][N:45]=[C:44]([C:48](=[O:49])[CH2:14][CH2:13][C:12](=[O:15])[CH:11]([C:8]2[CH:7]=[CH:6][C:5]([S:2]([CH3:1])(=[O:4])=[O:3])=[CH:10][CH:9]=2)[CH2:16][CH:17]2[CH2:22][CH2:21][O:20][CH2:19][CH2:18]2)[CH:43]=1)([C:36]([CH3:38])([CH3:39])[CH3:37])([C:30]1[CH:35]=[CH:34][CH:33]=[CH:32][CH:31]=1)[C:24]1[CH:29]=[CH:28][CH:27]=[CH:26][CH:25]=1. The yield is 0.880. (6) The reactants are Cl.C(N=C=NCCCN(C)C)C.Cl.Cl.[NH:15]1[CH2:20][CH2:19][CH:18]([O:21][C:22]2[CH:27]=[N:26][CH:25]=[CH:24][N:23]=2)[CH2:17][CH2:16]1.[C:28]([O:32][C:33]([NH:35][C@H:36]([C:40](O)=[O:41])[CH:37]([CH3:39])[CH3:38])=[O:34])([CH3:31])([CH3:30])[CH3:29].O.ON1C2C=CC=CC=2N=N1.CN1CCOCC1. The catalyst is O.C(Cl)Cl. The product is [C:28]([O:32][C:33](=[O:34])[NH:35][C@H:36]([C:40]([N:15]1[CH2:16][CH2:17][CH:18]([O:21][C:22]2[CH:27]=[N:26][CH:25]=[CH:24][N:23]=2)[CH2:19][CH2:20]1)=[O:41])[CH:37]([CH3:38])[CH3:39])([CH3:29])([CH3:31])[CH3:30]. The yield is 0.960.